Task: Regression. Given a peptide amino acid sequence and an MHC pseudo amino acid sequence, predict their binding affinity value. This is MHC class II binding data.. Dataset: Peptide-MHC class II binding affinity with 134,281 pairs from IEDB (1) The binding affinity (normalized) is 0.235. The peptide sequence is VKIEYSGTNNKTMAV. The MHC is DRB4_0101 with pseudo-sequence DRB4_0103. (2) The peptide sequence is RRRVMIQSSGGKLRL. The MHC is DRB1_0404 with pseudo-sequence DRB1_0404. The binding affinity (normalized) is 0.663. (3) The peptide sequence is YDKFLANVSTVLTGP. The MHC is DRB1_0404 with pseudo-sequence DRB1_0404. The binding affinity (normalized) is 0.594. (4) The peptide sequence is WLSWQVAKAGLKTND. The binding affinity (normalized) is 0.851. The MHC is HLA-DQA10201-DQB10402 with pseudo-sequence HLA-DQA10201-DQB10402. (5) The binding affinity (normalized) is 0.296. The MHC is DRB1_0401 with pseudo-sequence DRB1_0401. The peptide sequence is AGFAGEQGPKGEP.